Task: Regression/Classification. Given a drug SMILES string, predict its absorption, distribution, metabolism, or excretion properties. Task type varies by dataset: regression for continuous measurements (e.g., permeability, clearance, half-life) or binary classification for categorical outcomes (e.g., BBB penetration, CYP inhibition). Dataset: cyp2c9_veith.. Dataset: CYP2C9 inhibition data for predicting drug metabolism from PubChem BioAssay (1) The compound is c1ccc(Nc2ncnc3ccc(-c4cccnc4)cc23)cc1. The result is 0 (non-inhibitor). (2) The drug is CN1CC[C@@]2(c3cccc(O)c3)Cc3nc4ccccc4cc3C[C@H]2C1. The result is 0 (non-inhibitor).